From a dataset of Catalyst prediction with 721,799 reactions and 888 catalyst types from USPTO. Predict which catalyst facilitates the given reaction. Reactant: [Cl:1][C:2]1[CH:11]=[C:10]2[C:5]([CH2:6][CH2:7][CH2:8][CH:9]2[NH:12][O:13][CH3:14])=[CH:4][CH:3]=1.C(N(CC)CC)C.[F:22][CH:23]([F:33])[C:24]1[C:28]([C:29](Cl)=[O:30])=[CH:27][N:26]([CH3:32])[N:25]=1. Product: [Cl:1][C:2]1[CH:11]=[C:10]2[C:5]([CH2:6][CH2:7][CH2:8][CH:9]2[N:12]([O:13][CH3:14])[C:29]([C:28]2[C:24]([CH:23]([F:33])[F:22])=[N:25][N:26]([CH3:32])[CH:27]=2)=[O:30])=[CH:4][CH:3]=1. The catalyst class is: 46.